From a dataset of Full USPTO retrosynthesis dataset with 1.9M reactions from patents (1976-2016). Predict the reactants needed to synthesize the given product. Given the product [CH3:63][O:64][C:65]1[CH:70]=[C:69]([O:71][CH2:72][CH2:73][S:74][CH3:75])[CH:68]=[CH:67][C:66]=1[NH:76][C:30]([C@@H:20]1[NH:19][C@@H:18]([CH2:33][C:34]([CH3:37])([CH3:35])[CH3:36])[C@:17]2([C:12]3[C:13](=[CH:14][C:9]([Cl:8])=[CH:10][CH:11]=3)[NH:15][C:16]2=[O:38])[C@H:21]1[C:22]1[CH:27]=[CH:26][CH:25]=[C:24]([Cl:28])[C:23]=1[F:29])=[O:32], predict the reactants needed to synthesize it. The reactants are: FC(F)(F)C(O)=O.[Cl:8][C:9]1[CH:14]=[C:13]2[NH:15][C:16](=[O:38])[C@:17]3([C@@H:21]([C:22]4[CH:27]=[CH:26][CH:25]=[C:24]([Cl:28])[C:23]=4[F:29])[C@H:20]([C:30]([OH:32])=O)[NH:19][C@H:18]3[CH2:33][C:34]([CH3:37])([CH3:36])[CH3:35])[C:12]2=[CH:11][CH:10]=1.C(N(C(C)C)CC)(C)C.C1(P(Cl)(C2C=CC=CC=2)=O)C=CC=CC=1.[CH3:63][O:64][C:65]1[CH:70]=[C:69]([O:71][CH2:72][CH2:73][S:74][CH3:75])[CH:68]=[CH:67][C:66]=1[NH2:76].